From a dataset of Full USPTO retrosynthesis dataset with 1.9M reactions from patents (1976-2016). Predict the reactants needed to synthesize the given product. (1) The reactants are: Cl[C:2]1[N:3]=[N:4][C:5]([O:8][CH2:9][CH2:10][C@H:11]([CH:13]2[CH2:18][CH2:17][N:16]([C:19]3[O:23][N:22]=[C:21]([CH:24]([CH3:26])[CH3:25])[N:20]=3)[CH2:15][CH2:14]2)[CH3:12])=[CH:6][CH:7]=1.[C:27]([O:31][C:32](=[O:46])[NH:33][C@@H:34]1[C@@H:38]([N:39]2[CH2:44][CH2:43][CH2:42][CH2:41][C:40]2=[O:45])[CH2:37][NH:36][CH2:35]1)([CH3:30])([CH3:29])[CH3:28]. Given the product [C:27]([O:31][C:32](=[O:46])[NH:33][C@@H:34]1[C@@H:38]([N:39]2[CH2:44][CH2:43][CH2:42][CH2:41][C:40]2=[O:45])[CH2:37][N:36]([C:2]2[N:3]=[N:4][C:5]([O:8][CH2:9][CH2:10][C@H:11]([CH:13]3[CH2:18][CH2:17][N:16]([C:19]4[O:23][N:22]=[C:21]([CH:24]([CH3:26])[CH3:25])[N:20]=4)[CH2:15][CH2:14]3)[CH3:12])=[CH:6][CH:7]=2)[CH2:35]1)([CH3:30])([CH3:28])[CH3:29], predict the reactants needed to synthesize it. (2) Given the product [F:2][C:3]1[CH:8]=[CH:7][C:6]([NH:9][C:10]2[CH:15]=[CH:14][N:13]=[C:12]([NH:16][C:17]3[CH:18]=[CH:19][C:20]([S:23]([N:26]([CH3:33])[CH:27]4[CH2:32][CH2:31][N:30]([CH2:41][CH2:40][S:42]([CH3:45])(=[O:44])=[O:43])[CH2:29][CH2:28]4)(=[O:24])=[O:25])=[CH:21][CH:22]=3)[N:11]=2)=[CH:5][C:4]=1[CH3:34], predict the reactants needed to synthesize it. The reactants are: Cl.[F:2][C:3]1[CH:8]=[CH:7][C:6]([NH:9][C:10]2[CH:15]=[CH:14][N:13]=[C:12]([NH:16][C:17]3[CH:22]=[CH:21][C:20]([S:23]([N:26]([CH3:33])[CH:27]4[CH2:32][CH2:31][NH:30][CH2:29][CH2:28]4)(=[O:25])=[O:24])=[CH:19][CH:18]=3)[N:11]=2)=[CH:5][C:4]=1[CH3:34].CO.ClCCl.[CH:40]([S:42]([CH3:45])(=[O:44])=[O:43])=[CH2:41].